From a dataset of Reaction yield outcomes from USPTO patents with 853,638 reactions. Predict the reaction yield, written as a fraction of the theoretical maximum amount of product (1.0 means a 100% yield; for example, 0.34 means a 34% yield). (1) The reactants are Cl.C[O:3][C:4]1[CH:5]=[C:6]([S:10][C:11]2[CH:12]=[C:13]([O:24][C:25]3[CH:30]=[CH:29][CH:28]=[CH:27][CH:26]=3)[C:14]([NH:17][C:18]3[S:19][CH:20]=[C:21]([CH3:23])[N:22]=3)=[N:15][CH:16]=2)[CH:7]=[CH:8][CH:9]=1.BrB(Br)Br.C(=O)(O)[O-].[Na+]. The catalyst is C(Cl)Cl. The product is [CH3:23][C:21]1[N:22]=[C:18]([NH:17][C:14]2[N:15]=[CH:16][C:11]([S:10][C:6]3[CH:5]=[C:4]([OH:3])[CH:9]=[CH:8][CH:7]=3)=[CH:12][C:13]=2[O:24][C:25]2[CH:30]=[CH:29][CH:28]=[CH:27][CH:26]=2)[S:19][CH:20]=1. The yield is 0.651. (2) The reactants are Cl[C:2]1[N:3]=[C:4]([N:16]2[CH2:21][CH2:20][O:19][CH2:18][CH2:17]2)[C:5]2[O:6][CH2:7][CH:8]3[N:13]([C:14]=2[N:15]=1)[CH2:12][CH2:11][O:10][CH2:9]3.CC1(C)C(C)(C)OB([C:30]2[CH:31]=[N:32][C:33]([NH2:36])=[N:34][CH:35]=2)O1.C(=O)([O-])[O-].[Na+].[Na+]. The product is [N:16]1([C:4]2[C:5]3[O:6][CH2:7][CH:8]4[N:13]([CH2:12][CH2:11][O:10][CH2:9]4)[C:14]=3[N:15]=[C:2]([C:30]3[CH:31]=[N:32][C:33]([NH2:36])=[N:34][CH:35]=3)[N:3]=2)[CH2:21][CH2:20][O:19][CH2:18][CH2:17]1. The catalyst is C(#N)C.Cl[Pd](Cl)([P](C1C=CC=CC=1)(C1C=CC=CC=1)C1C=CC=CC=1)[P](C1C=CC=CC=1)(C1C=CC=CC=1)C1C=CC=CC=1. The yield is 0.0600. (3) The reactants are Cl[CH2:2][C@@H:3]([OH:32])[CH2:4][NH:5][C:6]([C:8]1[CH:9]=[N:10][N:11]2[CH:16]=[CH:15][C:14]([N:17]3[CH2:21][C:20]([F:23])([F:22])[CH2:19][CH:18]3[C:24]3[CH:29]=[C:28]([F:30])[CH:27]=[CH:26][C:25]=3[OH:31])=[N:13][C:12]=12)=[O:7].C([O-])([O-])=O.[Cs+].[Cs+]. The catalyst is CN(C=O)C. The product is [F:22][C:20]1([F:23])[CH2:19][CH:18]2[N:17]([C:14]3[CH:15]=[CH:16][N:11]4[C:12]([N:13]=3)=[C:8]([C:6](=[O:7])[NH:5][CH2:4][C@H:3]([OH:32])[CH2:2][O:31][C:25]3[CH:26]=[CH:27][C:28]([F:30])=[CH:29][C:24]=32)[CH:9]=[N:10]4)[CH2:21]1. The yield is 0.200. (4) The reactants are FF.[CH3:3][O:4][C@@H:5]1[C@H:10]([O:11][CH3:12])[C@@H:9]([O:13][CH3:14])[C@H:8]([CH3:15])[O:7][C@H:6]1[O:16][N:17]=[CH:18][C:19]1[CH:24]=[CH:23][C:22]([C:25]2[N:29]=[CH:28][N:27]([C:30]3[CH:35]=[CH:34][C:33]([OH:36])=[CH:32][N:31]=3)[N:26]=2)=[CH:21][CH:20]=1.[F:37][C:38]([F:45])([F:44])[C:39]([F:43])=[C:40]([F:42])[F:41].C(N(CC)CC)C. The catalyst is CN(C=O)C.C1COCC1. The product is [CH3:3][O:4][C@@H:5]1[C@H:10]([O:11][CH3:12])[C@@H:9]([O:13][CH3:14])[C@H:8]([CH3:15])[O:7][C@H:6]1[O:16][N:17]=[CH:18][C:19]1[CH:20]=[CH:21][C:22]([C:25]2[N:29]=[CH:28][N:27]([C:30]3[CH:35]=[CH:34][C:33]([O:36][C:40]([F:42])([F:41])[CH:39]([F:43])[C:38]([F:45])([F:44])[F:37])=[CH:32][N:31]=3)[N:26]=2)=[CH:23][CH:24]=1. The yield is 0.240. (5) The reactants are [CH3:1][O:2][C:3]1[CH:4]=[C:5]([C:13]2[C:14]([C:19](Cl)=[O:20])=[CH:15][CH:16]=[CH:17][CH:18]=2)[CH:6]=[C:7]([O:11][CH3:12])[C:8]=1[O:9][CH3:10].[CH3:22][O:23][C:24](=[O:38])[CH2:25][C:26]1[S:27][C:28]([C:31]2[CH:36]=[CH:35][CH:34]=[CH:33][C:32]=2[NH2:37])=[CH:29][CH:30]=1. The catalyst is C(Cl)Cl.N1C=CC=CC=1. The product is [CH3:22][O:23][C:24](=[O:38])[CH2:25][C:26]1[S:27][C:28]([C:31]2[CH:36]=[CH:35][CH:34]=[CH:33][C:32]=2[NH:37][C:19]([C:14]2[C:13]([C:5]3[CH:4]=[C:3]([O:2][CH3:1])[C:8]([O:9][CH3:10])=[C:7]([O:11][CH3:12])[CH:6]=3)=[CH:18][CH:17]=[CH:16][CH:15]=2)=[O:20])=[CH:29][CH:30]=1. The yield is 0.590. (6) The reactants are BrC1C2N(C(=O)NN=2)C(C)=CC=1C1C=CC(Cl)=CC=1.ClCC1C=CC(C(F)(F)F)=NC=1.[Br:32][C:33]1[C:34]2[N:35]([C:47](=[O:62])[N:48]([CH2:50][C:51]3[C:52](C)=[N:53][C:54]([C:57]([F:60])([F:59])[F:58])=[CH:55][CH:56]=3)[N:49]=2)[C:36]([CH3:46])=[CH:37][C:38]=1[C:39]1[CH:44]=[CH:43][C:42]([Cl:45])=[CH:41][CH:40]=1. No catalyst specified. The product is [Br:32][C:33]1[C:34]2[N:35]([C:47](=[O:62])[N:48]([CH2:50][C:51]3[CH:52]=[N:53][C:54]([C:57]([F:60])([F:59])[F:58])=[CH:55][CH:56]=3)[N:49]=2)[C:36]([CH3:46])=[CH:37][C:38]=1[C:39]1[CH:44]=[CH:43][C:42]([Cl:45])=[CH:41][CH:40]=1. The yield is 0.740. (7) The reactants are [NH:1]1[CH:5]=[C:4]([C:6]#[N:7])[N:3]=[CH:2]1.[CH3:8][Si:9]([CH3:16])([CH3:15])[CH2:10][CH2:11][O:12][CH2:13]Cl.C([O-])([O-])=O.[K+].[K+].CC(C)=O. The catalyst is CCOC(C)=O. The product is [CH3:8][Si:9]([CH3:16])([CH3:15])[CH2:10][CH2:11][O:12][CH2:13][N:1]1[CH:5]=[C:4]([C:6]#[N:7])[N:3]=[CH:2]1. The yield is 0.700.